From a dataset of Forward reaction prediction with 1.9M reactions from USPTO patents (1976-2016). Predict the product of the given reaction. (1) Given the reactants [F:1][C:2]([F:25])([F:24])[C:3]1[CH:12]=[C:11]2[C:6]([C:7]([N:13]3[CH2:18][CH2:17][N:16]([CH2:19][CH2:20][CH2:21][CH2:22][NH2:23])[CH2:15][CH2:14]3)=[CH:8][CH:9]=[N:10]2)=[CH:5][CH:4]=1.C1N=CN([C:31](N2C=NC=C2)=[O:32])C=1.[C:38]1([N:44]2[CH2:49][CH2:48][NH:47][CH2:46][CH2:45]2)[CH:43]=[CH:42][CH:41]=[CH:40][CH:39]=1, predict the reaction product. The product is: [C:38]1([N:44]2[CH2:49][CH2:48][N:47]([C:31]([NH:23][CH2:22][CH2:21][CH2:20][CH2:19][N:16]3[CH2:15][CH2:14][N:13]([C:7]4[C:6]5[C:11](=[CH:12][C:3]([C:2]([F:24])([F:1])[F:25])=[CH:4][CH:5]=5)[N:10]=[CH:9][CH:8]=4)[CH2:18][CH2:17]3)=[O:32])[CH2:46][CH2:45]2)[CH:43]=[CH:42][CH:41]=[CH:40][CH:39]=1. (2) Given the reactants [C:1]1([CH:7]([O:10][CH2:11][CH2:12][O:13][Si](C)(C)C)[C:8]#[N:9])[CH:6]=[CH:5][CH:4]=[CH:3][CH:2]=1.Cl, predict the reaction product. The product is: [NH2:9][CH2:8][CH:7]([C:1]1[CH:6]=[CH:5][CH:4]=[CH:3][CH:2]=1)[O:10][CH2:11][CH2:12][OH:13]. (3) The product is: [CH3:59][O:60][C:61](=[O:85])[CH:62]=[CH:63][C@H:64]([NH:84][C:13](=[O:15])[CH2:12][CH2:11][CH2:10][CH2:9][CH2:8][CH2:7][C:1]1[CH:2]=[CH:3][CH:4]=[CH:5][CH:6]=1)[CH2:65][C:66]1[C:74]2[C:69](=[CH:70][CH:71]=[CH:72][CH:73]=2)[N:68]([CH2:75][CH:76]=[CH:77][C:78]2[CH:83]=[CH:82][CH:81]=[CH:80][CH:79]=2)[CH:67]=1. Given the reactants [C:1]1([CH2:7][CH2:8][CH2:9][CH2:10][CH2:11][CH2:12][C:13]([OH:15])=O)[CH:6]=[CH:5][CH:4]=[CH:3][CH:2]=1.F[P-](F)(F)(F)(F)F.N1(O[P+](N(C)C)(N(C)C)N(C)C)C2C=CC=CC=2N=N1.CCN(C(C)C)C(C)C.FC(F)(F)C(O)=O.[CH3:59][O:60][C:61](=[O:85])[CH:62]=[CH:63][CH:64]([NH2:84])[CH2:65][C:66]1[C:74]2[C:69](=[CH:70][CH:71]=[CH:72][CH:73]=2)[N:68]([CH2:75][CH:76]=[CH:77][C:78]2[CH:83]=[CH:82][CH:81]=[CH:80][CH:79]=2)[CH:67]=1, predict the reaction product. (4) Given the reactants [CH3:1][C:2]([C:12]1[C:20]2[O:19][CH2:18][CH2:17][C:16]=2[CH:15]=[CH:14][CH:13]=1)([CH3:11])[CH2:3][C:4]1([C:7]([F:10])([F:9])[F:8])[CH2:6][O:5]1.[F:21][C:22]1[CH:27]=[CH:26][C:25]([N:28]2[C:36]3[CH:35]=[CH:34][CH:33]=[C:32]([NH2:37])[C:31]=3[CH:30]=[N:29]2)=[CH:24][CH:23]=1, predict the reaction product. The product is: [O:19]1[C:20]2[C:12]([C:2]([CH3:11])([CH3:1])[CH2:3][C:4]([CH2:6][NH:37][C:32]3[CH:33]=[CH:34][CH:35]=[C:36]4[C:31]=3[CH:30]=[N:29][N:28]4[C:25]3[CH:26]=[CH:27][C:22]([F:21])=[CH:23][CH:24]=3)([OH:5])[C:7]([F:8])([F:10])[F:9])=[CH:13][CH:14]=[CH:15][C:16]=2[CH2:17][CH2:18]1. (5) Given the reactants [H-].[H-].[H-].[H-].[Li+].[Al+3].[NH:7]1[C:15]2[C:10](=[CH:11][CH:12]=[C:13]3[CH2:20][CH2:19][N:18]([C:21](OC)=O)[CH2:17][CH2:16][C:14]3=2)[CH:9]=[CH:8]1.O.[OH-].[Na+], predict the reaction product. The product is: [CH3:21][N:18]1[CH2:17][CH2:16][C:14]2[C:13](=[CH:12][CH:11]=[C:10]3[C:15]=2[NH:7][CH:8]=[CH:9]3)[CH2:20][CH2:19]1. (6) Given the reactants [NH2:1][C:2]1[CH:7]=[N:6][C:5]([C:8]#[N:9])=[CH:4][N:3]=1.[CH2:10](N)[CH2:11][NH2:12].[Cl-].[Na+], predict the reaction product. The product is: [NH:9]1[CH2:10][CH2:11][N:12]=[C:8]1[C:5]1[N:6]=[CH:7][C:2]([NH2:1])=[N:3][CH:4]=1. (7) Given the reactants [C:1]([C:3]1[CH:8]=[CH:7][C:6]([C@@H:9]2[C:14]([C:15]#[N:16])=[C:13]([CH3:17])[N:12]([C:18]3[CH:23]=[CH:22][CH:21]=[C:20]([C:24]([F:27])([F:26])[F:25])[CH:19]=3)[C:11](=[O:28])[NH:10]2)=[C:5]([S:29]([CH3:31])=[O:30])[CH:4]=1)#[N:2].C(C1C=CC([C@@H]2C(C#N)=C(C)N(C3C=CC=C(C(F)(F)F)C=3)C(=O)N2)=C([S@](C)=O)C=1)#N.[H-].[Na+].[CH3:65][S:66](Cl)(=[O:68])=[O:67].[Cl-].[NH4+], predict the reaction product. The product is: [C:1]([C:3]1[CH:8]=[CH:7][C:6]([C@@H:9]2[C:14]([C:15]#[N:16])=[C:13]([CH3:17])[N:12]([C:18]3[CH:23]=[CH:22][CH:21]=[C:20]([C:24]([F:27])([F:26])[F:25])[CH:19]=3)[C:11](=[O:28])[N:10]2[S:66]([CH3:65])(=[O:68])=[O:67])=[C:5]([S@:29]([CH3:31])=[O:30])[CH:4]=1)#[N:2]. (8) Given the reactants [Si]([O:8][CH2:9][C:10]1[N:11]([CH2:21][CH2:22][C:23]([O:25][CH2:26][CH3:27])=[O:24])[C:12]2[C:17]([CH:18]=1)=[CH:16][C:15]([Cl:19])=[CH:14][C:13]=2[F:20])(C(C)(C)C)(C)C.[F-].C([N+](CCCC)(CCCC)CCCC)CCC, predict the reaction product. The product is: [Cl:19][C:15]1[CH:16]=[C:17]2[C:12](=[C:13]([F:20])[CH:14]=1)[N:11]([CH2:21][CH2:22][C:23]([O:25][CH2:26][CH3:27])=[O:24])[C:10]([CH2:9][OH:8])=[CH:18]2. (9) Given the reactants C[O:2][C:3]1[CH:4]=[CH:5][CH:6]=[C:7]2[C:11]=1[C:10](=[O:12])[N:9]([CH3:13])[C:8]2([CH3:15])[CH3:14].B(Br)(Br)Br, predict the reaction product. The product is: [OH:2][C:3]1[CH:4]=[CH:5][CH:6]=[C:7]2[C:11]=1[C:10](=[O:12])[N:9]([CH3:13])[C:8]2([CH3:15])[CH3:14].